From a dataset of Forward reaction prediction with 1.9M reactions from USPTO patents (1976-2016). Predict the product of the given reaction. (1) Given the reactants Cl[CH2:2][C:3]1[N:4]=[C:5]([NH:8][C:9](=[O:13])[O:10][CH2:11][CH3:12])[S:6][CH:7]=1.[O:14]1CCOCC1, predict the reaction product. The product is: [OH:14][CH2:2][C:3]1[N:4]=[C:5]([NH:8][C:9](=[O:13])[O:10][CH2:11][CH3:12])[S:6][CH:7]=1. (2) Given the reactants [C:1]([O:4][CH2:5][CH2:6][C:7]([CH3:28])([C:9]1[CH:14]=[CH:13][C:12]([Sn](CCCC)(CCCC)CCCC)=[CH:11][CH:10]=1)[CH3:8])(=[O:3])[CH3:2].Br[C:30]1[N:31]=[C:32]([N:40]2[CH2:45][CH2:44][N:43]([CH2:46][CH3:47])[CH2:42][CH2:41]2)[C:33]2[C:38]([CH:39]=1)=[CH:37][CH:36]=[CH:35][CH:34]=2, predict the reaction product. The product is: [CH2:46]([N:43]1[CH2:42][CH2:41][N:40]([C:32]2[C:33]3[C:38](=[CH:37][CH:36]=[CH:35][CH:34]=3)[CH:39]=[C:30]([C:12]3[CH:11]=[CH:10][C:9]([C:7]([CH3:8])([CH3:28])[CH2:6][CH2:5][O:4][C:1](=[O:3])[CH3:2])=[CH:14][CH:13]=3)[N:31]=2)[CH2:45][CH2:44]1)[CH3:47]. (3) Given the reactants [BH4-].[Na+].[Cl:3][C:4]1[C:9]([C:10](=[O:12])[CH3:11])=[CH:8][CH:7]=[C:6]([Cl:13])[N:5]=1, predict the reaction product. The product is: [Cl:3][C:4]1[C:9]([CH:10]([OH:12])[CH3:11])=[CH:8][CH:7]=[C:6]([Cl:13])[N:5]=1. (4) The product is: [C:19]([O:23][C:24]([N:26]1[CH2:31][CH2:30][CH:29]([C:32]#[C:33][C:2]2[C:3](=[O:18])[N:4]([CH2:9][C:10]3[CH:15]=[CH:14][C:13]([O:16][CH3:17])=[CH:12][CH:11]=3)[CH:5]=[C:6]([Cl:8])[N:7]=2)[CH2:28][CH2:27]1)=[O:25])([CH3:22])([CH3:21])[CH3:20]. Given the reactants Cl[C:2]1[C:3](=[O:18])[N:4]([CH2:9][C:10]2[CH:15]=[CH:14][C:13]([O:16][CH3:17])=[CH:12][CH:11]=2)[CH:5]=[C:6]([Cl:8])[N:7]=1.[C:19]([O:23][C:24]([N:26]1[CH2:31][CH2:30][CH:29]([C:32]#[CH:33])[CH2:28][CH2:27]1)=[O:25])([CH3:22])([CH3:21])[CH3:20].C(N(CC)CC)C, predict the reaction product. (5) Given the reactants [Br:1][C:2]1[C:3](Cl)=[N:4][C:5]([S:8][CH3:9])=[N:6][CH:7]=1.[NH2:11][C@H:12]1[CH2:17][C@H:16]([CH3:18])[CH2:15][N:14]([C:19]([O:21][CH2:22][C:23]2[CH:28]=[CH:27][CH:26]=[CH:25][CH:24]=2)=[O:20])[CH2:13]1.C(N(CC)CC)C, predict the reaction product. The product is: [CH2:22]([O:21][C:19]([N:14]1[CH2:15][C@@H:16]([CH3:18])[CH2:17][C@H:12]([NH:11][C:3]2[C:2]([Br:1])=[CH:7][N:6]=[C:5]([S:8][CH3:9])[N:4]=2)[CH2:13]1)=[O:20])[C:23]1[CH:28]=[CH:27][CH:26]=[CH:25][CH:24]=1. (6) Given the reactants ClCCl.Cl.[Cl:5][C:6]1[N:11]=[CH:10][C:9]([CH2:12][N:13]2[CH:18]=[CH:17][CH:16]=[CH:15][C:14]2=[NH:19])=[CH:8][CH:7]=1.C(N(CC)CC)C.[C:27](Cl)(=[O:29])[CH3:28], predict the reaction product. The product is: [Cl:5][C:6]1[N:11]=[CH:10][C:9]([CH2:12][N:13]2[CH:18]=[CH:17][CH:16]=[CH:15][C:14]2=[N:19][C:27](=[O:29])[CH3:28])=[CH:8][CH:7]=1.